From a dataset of Full USPTO retrosynthesis dataset with 1.9M reactions from patents (1976-2016). Predict the reactants needed to synthesize the given product. (1) Given the product [F:1][C:2]([F:32])([F:33])[C:3]1[CH:27]=[C:26]([C:28]([F:29])([F:30])[F:31])[CH:25]=[CH:24][C:4]=1[CH2:5][N:6]1[C:14]2[C:9](=[CH:10][C:11]([CH:15]=[C:16]3[S:20][C:19]([NH:41][CH2:40][C:38]4[CH:39]=[N:34][CH:35]=[N:36][CH:37]=4)=[N:18][C:17]3=[O:23])=[CH:12][CH:13]=2)[CH:8]=[N:7]1, predict the reactants needed to synthesize it. The reactants are: [F:1][C:2]([F:33])([F:32])[C:3]1[CH:27]=[C:26]([C:28]([F:31])([F:30])[F:29])[CH:25]=[CH:24][C:4]=1[CH2:5][N:6]1[C:14]2[C:9](=[CH:10][C:11]([CH:15]=[C:16]3[S:20][C:19](SC)=[N:18][C:17]3=[O:23])=[CH:12][CH:13]=2)[CH:8]=[N:7]1.[N:34]1[CH:39]=[C:38]([CH2:40][NH2:41])[CH:37]=[N:36][CH:35]=1. (2) Given the product [CH2:1]([N:8]1[C:12]([C:13]([F:14])([F:15])[F:16])=[CH:11][C:10]([C:17]2[CH:22]=[CH:21][C:20]([Cl:23])=[CH:19][CH:18]=2)=[C:9]1[C:24]([N:26]([CH2:28][C:29]([C:32]#[N:33])([CH3:30])[CH3:31])[CH3:27])=[O:25])[C:2]1[CH:7]=[CH:6][CH:5]=[CH:4][CH:3]=1, predict the reactants needed to synthesize it. The reactants are: [CH2:1]([N:8]1[C:12]([C:13]([F:16])([F:15])[F:14])=[CH:11][C:10]([C:17]2[CH:22]=[CH:21][C:20]([Cl:23])=[CH:19][CH:18]=2)=[C:9]1[C:24]([N:26]([CH2:28][C:29]([C:32](=O)[NH2:33])([CH3:31])[CH3:30])[CH3:27])=[O:25])[C:2]1[CH:7]=[CH:6][CH:5]=[CH:4][CH:3]=1.C(OC(C(F)(F)F)=O)(C(F)(F)F)=O.Cl.C(Cl)Cl. (3) Given the product [CH3:8][O:9][C:5]1[CH:4]=[CH:3][C:2]([OH:1])=[CH:11][C:6]=1[S:7][CH3:12], predict the reactants needed to synthesize it. The reactants are: [OH:1][C:2]1[CH:3]=[CH:4][C:5]2[O:9][C:8](=O)[S:7][C:6]=2[CH:11]=1.[C:12](=O)([O-])[O-].[K+].[K+].C(Br)C=C. (4) Given the product [F:43][C:40]1[CH:41]=[C:42]2[C:37](=[CH:38][CH:39]=1)[NH:36][CH:35]=[C:34]2[CH2:33][CH2:32][CH2:31][N:4]1[CH2:5][CH2:6][N:1]([C:7]2[CH:8]=[CH:9][C:10]([N:13]3[CH2:18][CH2:17][O:16][CH2:15][C:14]3=[O:19])=[CH:11][CH:12]=2)[CH2:2][CH2:3]1, predict the reactants needed to synthesize it. The reactants are: [N:1]1([C:7]2[CH:12]=[CH:11][C:10]([N:13]3[CH2:18][CH2:17][O:16][CH2:15][C:14]3=[O:19])=[CH:9][CH:8]=2)[CH2:6][CH2:5][NH:4][CH2:3][CH2:2]1.CC1C=CC(S(O[CH2:31][CH2:32][CH2:33][C:34]2[C:42]3[C:37](=[CH:38][CH:39]=[C:40]([F:43])[CH:41]=3)[NH:36][CH:35]=2)(=O)=O)=CC=1.C(=O)([O-])[O-].[K+].[K+].[I-].[K+]. (5) Given the product [CH3:17][CH:8]1[CH2:7][CH:6]=[C:5]([C:3]2[N:19]=[C:18]([SH:21])[S:20][CH:2]=2)[CH2:10][N:9]1[C:11]([O:13][CH2:14][CH:15]=[CH2:16])=[O:12], predict the reactants needed to synthesize it. The reactants are: Cl[CH2:2][C:3]([C:5]1[CH2:10][N:9]([C:11]([O:13][CH2:14][CH:15]=[CH2:16])=[O:12])[CH:8]([CH3:17])[CH2:7][CH:6]=1)=O.[C:18](=[S:21])([S-:20])[NH2:19].[NH4+]. (6) Given the product [Cl:15][C:16]1[CH:17]=[C:18]([N:22]2[CH2:27][CH2:26][N:25]([CH2:2][CH2:3][CH2:4][N:5]3[C:9](=[O:10])[CH:8]4[CH2:11][CH2:12][CH2:13][N:7]4[C:6]3=[O:14])[C@H:24]([CH3:28])[CH2:23]2)[CH:19]=[CH:20][CH:21]=1, predict the reactants needed to synthesize it. The reactants are: Br[CH2:2][CH2:3][CH2:4][N:5]1[C:9](=[O:10])[CH:8]2[CH2:11][CH2:12][CH2:13][N:7]2[C:6]1=[O:14].[Cl:15][C:16]1[CH:17]=[C:18]([N:22]2[CH2:27][CH2:26][NH:25][C@H:24]([CH3:28])[CH2:23]2)[CH:19]=[CH:20][CH:21]=1. (7) The reactants are: CSC1N=[C:7]([NH:9][CH2:10][C:11]2[CH:16]=[CH:15][C:14]([O:17][CH3:18])=[C:13]([Cl:19])[CH:12]=2)C(C(OCC)=O)=CN=1.[B].CSC.S(C)C.Cl. Given the product [CH3:7][NH:9][CH2:10][C:11]1[CH:16]=[CH:15][C:14]([O:17][CH3:18])=[C:13]([Cl:19])[CH:12]=1, predict the reactants needed to synthesize it. (8) The reactants are: [C:1]([C:4]1[C:8]([NH:9][C:10]([NH2:12])=[O:11])=[CH:7][N:6]([C:13]2[CH:18]=[CH:17][C:16]([S:19][C:20]3[CH:25]=[CH:24][N:23]=[CH:22][CH:21]=3)=[CH:15][CH:14]=2)[N:5]=1)(=[O:3])[NH2:2].[OH:26]O. Given the product [C:1]([C:4]1[C:8]([NH:9][C:10]([NH2:12])=[O:11])=[CH:7][N:6]([C:13]2[CH:14]=[CH:15][C:16]([S:19]([C:20]3[CH:25]=[CH:24][N:23]=[CH:22][CH:21]=3)=[O:26])=[CH:17][CH:18]=2)[N:5]=1)(=[O:3])[NH2:2], predict the reactants needed to synthesize it.